From a dataset of Forward reaction prediction with 1.9M reactions from USPTO patents (1976-2016). Predict the product of the given reaction. (1) Given the reactants C([NH:4]C(C)C)(C)C.[N:8]1([C:13]2[N:18]=[C:17]([CH2:19]N=C(C3C=CC=CC=3)C3C=CC=CC=3)[CH:16]=[C:15]([CH3:34])[N:14]=2)[CH:12]=[CH:11][N:10]=[CH:9]1.[C:35]([O:39][CH2:40][CH3:41])(=[O:38])[CH:36]=[CH2:37].Cl, predict the reaction product. The product is: [CH2:40]([O:39][C:35](=[O:38])[CH:36]([NH2:4])[CH2:37][CH2:19][C:17]1[CH:16]=[C:15]([CH3:34])[N:14]=[C:13]([N:8]2[CH:12]=[CH:11][N:10]=[CH:9]2)[N:18]=1)[CH3:41]. (2) Given the reactants [Cl:1][C:2]1[CH:3]=[C:4]([CH:8]=[CH:9][C:10]=1[CH:11]([CH3:25])[C:12]([C:18]1[CH:23]=[CH:22][N:21]=[C:20]([Cl:24])[CH:19]=1)([OH:17])[C:13]([F:16])([F:15])[F:14])[C:5](O)=[O:6].[CH3:26][O:27][C:28](=[O:36])[C:29]1[CH:34]=[CH:33][CH:32]=[C:31]([NH2:35])[N:30]=1.CN(C(ON1N=NC2C=CC=CC1=2)=[N+](C)C)C.F[P-](F)(F)(F)(F)F, predict the reaction product. The product is: [CH3:26][O:27][C:28]([C:29]1[CH:34]=[CH:33][CH:32]=[C:31]([NH:35][C:5](=[O:6])[C:4]2[CH:8]=[CH:9][C:10]([CH:11]([CH3:25])[C:12]([C:18]3[CH:23]=[CH:22][N:21]=[C:20]([Cl:24])[CH:19]=3)([OH:17])[C:13]([F:16])([F:14])[F:15])=[C:2]([Cl:1])[CH:3]=2)[N:30]=1)=[O:36]. (3) Given the reactants [C:1]([NH2:10])(=[O:9])[C:2]1[C:3](=[CH:5][CH:6]=[CH:7][CH:8]=1)[NH2:4].C([Si](C)(C)[O:16][CH2:17][CH2:18][O:19][C:20]1[C:27]([CH3:28])=[CH:26][C:23]([CH:24]=O)=[CH:22][C:21]=1[CH3:29])(C)(C)C.S([O-])(O)=O.[Na+].C1(C)C=CC(S(O)(=O)=O)=CC=1, predict the reaction product. The product is: [OH:16][CH2:17][CH2:18][O:19][C:20]1[C:27]([CH3:28])=[CH:26][C:23]([C:24]2[NH:10][C:1](=[O:9])[C:2]3[C:3](=[CH:5][CH:6]=[CH:7][CH:8]=3)[N:4]=2)=[CH:22][C:21]=1[CH3:29]. (4) Given the reactants I[C:2]1[CH:7]=[CH:6][C:5]([S:8]([NH:11][C:12]2[S:13][CH:14]=[CH:15][N:16]=2)(=[O:10])=[O:9])=[CH:4][CH:3]=1.CC1(C)C2C=CC=C(P(C3C=CC=CC=3)C3C=CC=CC=3)C=2OC2C1=CC=CC=2P(C1C=CC=CC=1)C1C=CC=CC=1.[Cl:59][C:60]1[CH:73]=[CH:72][C:63]([CH2:64][C:65]2[CH:66]=[C:67]([NH2:71])[N:68]([CH3:70])[N:69]=2)=[CH:62][CH:61]=1.CC(C)([O-])C.[Na+], predict the reaction product. The product is: [Cl:59][C:60]1[CH:73]=[CH:72][C:63]([CH2:64][C:65]2[CH:66]=[C:67]([NH:71][C:2]3[CH:7]=[CH:6][C:5]([S:8]([NH:11][C:12]4[S:13][CH:14]=[CH:15][N:16]=4)(=[O:10])=[O:9])=[CH:4][CH:3]=3)[N:68]([CH3:70])[N:69]=2)=[CH:62][CH:61]=1. (5) Given the reactants C1(P(C2CCCCC2)C2C=CC=CC=2C2C(C(C)C)=CC(C(C)C)=CC=2C(C)C)CCCCC1.C(=O)([O-])[O-].[Cs+].[Cs+].Cl[C:42]1[N:47]=[C:46]2[N:48]([C:51]3[CH:52]=[C:53]([CH:56]=[CH:57][CH:58]=3)[C:54]#[N:55])[CH:49]=[N:50][C:45]2=[CH:44][CH:43]=1.[F:59][C:60]1[CH:61]=[C:62]([CH:66]2[CH2:70][CH2:69][CH2:68][NH:67]2)[CH:63]=[CH:64][CH:65]=1, predict the reaction product. The product is: [F:59][C:60]1[CH:61]=[C:62]([CH:66]2[CH2:70][CH2:69][CH2:68][N:67]2[C:42]2[N:47]=[C:46]3[N:48]([C:51]4[CH:52]=[C:53]([CH:56]=[CH:57][CH:58]=4)[C:54]#[N:55])[CH:49]=[N:50][C:45]3=[CH:44][CH:43]=2)[CH:63]=[CH:64][CH:65]=1. (6) Given the reactants C([O:3][C:4]([C:6]1[CH:7]=[N:8][N:9]([C:12]2[CH:13]=[N:14][C:15]([CH:18]3[CH2:20][CH2:19]3)=[CH:16][CH:17]=2)[C:10]=1[CH3:11])=[O:5])C.[OH-].[Na+].O, predict the reaction product. The product is: [CH:18]1([C:15]2[N:14]=[CH:13][C:12]([N:9]3[C:10]([CH3:11])=[C:6]([C:4]([OH:5])=[O:3])[CH:7]=[N:8]3)=[CH:17][CH:16]=2)[CH2:19][CH2:20]1. (7) Given the reactants [CH3:1][O:2][C:3]1[CH:4]=[C:5]([NH:13][C:14](=[O:22])OC2C=CC=CC=2)[CH:6]=[CH:7][C:8]=1[C:9]([F:12])([F:11])[F:10].[CH3:23][O:24][C:25]1[CH:26]=[C:27]2[C:32](=[CH:33][C:34]=1[O:35][CH2:36][CH2:37][O:38][CH3:39])[N:31]=[CH:30][N:29]=[C:28]2[O:40][C:41]1[CH:42]=[C:43]([CH:45]=[CH:46][CH:47]=1)[NH2:44].C(N(C(C)C)CC)(C)C, predict the reaction product. The product is: [CH3:1][O:2][C:3]1[CH:4]=[C:5]([NH:13][C:14]([NH:44][C:43]2[CH:45]=[CH:46][CH:47]=[C:41]([O:40][C:28]3[C:27]4[C:32](=[CH:33][C:34]([O:35][CH2:36][CH2:37][O:38][CH3:39])=[C:25]([O:24][CH3:23])[CH:26]=4)[N:31]=[CH:30][N:29]=3)[CH:42]=2)=[O:22])[CH:6]=[CH:7][C:8]=1[C:9]([F:10])([F:11])[F:12].